From a dataset of Catalyst prediction with 721,799 reactions and 888 catalyst types from USPTO. Predict which catalyst facilitates the given reaction. (1) Reactant: [Cl-].[Ce+3].[Cl-].[Cl-].[CH:5]([Mg]Br)=[CH2:6].[F:9][C:10]1[CH:15]=[CH:14][C:13]([C:16]2[N:17]=[CH:18][N:19]3[C:28]=2[CH:27]=[C:26]2[C:21]([CH3:30])([C:22](=[O:29])[CH2:23][CH2:24][CH2:25]2)[CH2:20]3)=[CH:12][CH:11]=1.[OH-].[NH4+].C(=O)(O)[O-].[Na+]. Product: [F:9][C:10]1[CH:11]=[CH:12][C:13]([C:16]2[N:17]=[CH:18][N:19]3[C:28]=2[CH:27]=[C:26]2[C:5]([CH3:6])([C:22]([CH:21]=[CH2:30])([OH:29])[CH2:23][CH2:24][CH2:25]2)[CH2:20]3)=[CH:14][CH:15]=1. The catalyst class is: 56. (2) Reactant: [Cl:1][C:2]1[C:29]([O:30][CH3:31])=[C:28]([O:32][CH3:33])[C:27]([O:34][CH3:35])=[CH:26][C:3]=1[CH2:4][N:5]1[C:9]2[N:10]=[C:11]([NH2:15])[N:12]=[C:13]([Cl:14])[C:8]=2[C:7](=[CH:16][C:17]2[NH:21][CH:20]=[C:19]([C:22]([OH:24])=O)[CH:18]=2)[C:6]1=[O:25].[CH2:36]([N:38]([CH2:42][CH3:43])[CH2:39][CH2:40][NH2:41])[CH3:37].C(Cl)CCl.CO. Product: [NH2:15][C:11]1[N:12]=[C:13]([Cl:14])[C:8]2=[C:9]([N:5]([CH2:4][C:3]3[CH:26]=[C:27]([O:34][CH3:35])[C:28]([O:32][CH3:33])=[C:29]([O:30][CH3:31])[C:2]=3[Cl:1])[C:6](=[O:25])/[C:7]/2=[CH:16]\[C:17]2[NH:21][CH:20]=[C:19]([C:22]([NH:41][CH2:40][CH2:39][N:38]([CH2:42][CH3:43])[CH2:36][CH3:37])=[O:24])[CH:18]=2)[N:10]=1. The catalyst class is: 85. (3) Reactant: CCN(CC)CC.[CH3:8][C:9]1[C:14]([O:15][C:16]2[CH:21]=[CH:20][N:19]=[C:18]([NH:22][C:23]3[CH:31]=[CH:30][C:26]([C:27]([O-])=[O:28])=[CH:25][CH:24]=3)[CH:17]=2)=[CH:13][CH:12]=[C:11]([CH3:32])[N:10]=1.[Li+].[NH2:34][CH2:35][CH2:36][N:37]1[CH2:42][CH2:41][S:40](=[O:44])(=[O:43])[CH2:39][CH2:38]1.CN(C(ON1N=NC2C=CC=CC1=2)=[N+](C)C)C.F[P-](F)(F)(F)(F)F. Product: [CH3:8][C:9]1[C:14]([O:15][C:16]2[CH:21]=[CH:20][N:19]=[C:18]([NH:22][C:23]3[CH:24]=[CH:25][C:26]([C:27]([NH:34][CH2:35][CH2:36][N:37]4[CH2:42][CH2:41][S:40](=[O:44])(=[O:43])[CH2:39][CH2:38]4)=[O:28])=[CH:30][CH:31]=3)[CH:17]=2)=[CH:13][CH:12]=[C:11]([CH3:32])[N:10]=1. The catalyst class is: 44. (4) Reactant: [C:1]([O:5][C:6]([N:8]1[CH2:12][CH2:11][CH:10]([NH:13][CH2:14][C:15]2[CH:20]=[C:19]([O:21][C:22]3[CH:23]=[C:24]4[C:28](=[CH:29][CH:30]=3)[N:27]([C:31](=[O:43])[NH:32][C:33]3[CH:38]=[CH:37][CH:36]=[C:35]([C:39]([F:42])([F:41])[F:40])[CH:34]=3)[CH:26]=[CH:25]4)[N:18]=[CH:17][N:16]=2)[CH2:9]1)=[O:7])([CH3:4])([CH3:3])[CH3:2].C1C[O:47][CH2:46][CH2:45]1. Product: [C:1]([O:5][C:6]([N:8]1[CH2:12][CH2:11][CH:10]([N:13]([C:46](=[O:47])[CH3:45])[CH2:14][C:15]2[CH:20]=[C:19]([O:21][C:22]3[CH:23]=[C:24]4[C:28](=[CH:29][CH:30]=3)[N:27]([C:31](=[O:43])[NH:32][C:33]3[CH:38]=[CH:37][CH:36]=[C:35]([C:39]([F:42])([F:41])[F:40])[CH:34]=3)[CH:26]=[CH:25]4)[N:18]=[CH:17][N:16]=2)[CH2:9]1)=[O:7])([CH3:4])([CH3:2])[CH3:3]. The catalyst class is: 25. (5) Reactant: [I-].[Na+].C([SiH](CC)CC)C.O[CH:11]([C:22]1[C:30]2[C:25](=[CH:26][C:27]([O:32][CH3:33])=[C:28]([CH3:31])[CH:29]=2)[NH:24][C:23]=1[C:34]1[CH:39]=[CH:38][CH:37]=[CH:36][CH:35]=1)[C:12]1[N:17]=[C:16]([C:18]([O:20][CH3:21])=[O:19])[CH:15]=[CH:14][CH:13]=1.C(=O)([O-])O.[Na+]. Product: [CH3:33][O:32][C:27]1[CH:26]=[C:25]2[C:30]([C:22]([CH2:11][C:12]3[N:17]=[C:16]([C:18]([O:20][CH3:21])=[O:19])[CH:15]=[CH:14][CH:13]=3)=[C:23]([C:34]3[CH:35]=[CH:36][CH:37]=[CH:38][CH:39]=3)[NH:24]2)=[CH:29][C:28]=1[CH3:31]. The catalyst class is: 744. (6) Reactant: [Cl:1][C:2]1[CH:7]=[C:6](Cl)[CH:5]=[C:4]([Cl:9])[N:3]=1.[C:10]([O:14][C:15]([NH:17]C1CCNC1)=[O:16])([CH3:13])([CH3:12])[CH3:11].O.C[N:25]1[C:29](=O)[CH2:28][CH2:27][CH2:26]1. Product: [Cl:1][C:2]1[CH:7]=[C:6]([N:25]2[CH2:26][CH2:27][CH2:28][CH:29]2[NH:17][C:15]([O:14][C:10]([CH3:13])([CH3:12])[CH3:11])=[O:16])[CH:5]=[C:4]([Cl:9])[N:3]=1. The catalyst class is: 424.